From a dataset of Reaction yield outcomes from USPTO patents with 853,638 reactions. Predict the reaction yield, written as a fraction of the theoretical maximum amount of product (1.0 means a 100% yield; for example, 0.34 means a 34% yield). (1) The reactants are [F-].[K+].[CH3:3][O:4][C:5]1[CH:10]=[CH:9][C:8](B(O)O)=[CH:7][CH:6]=1.Br[C:15]1[C:23]2[S:22][CH:21]=[CH:20][C:19]=2[CH:18]=[CH:17][CH:16]=1. The catalyst is C1COCC1.CCOCC.C1C=CC(/C=C/C(/C=C/C2C=CC=CC=2)=O)=CC=1.C1C=CC(/C=C/C(/C=C/C2C=CC=CC=2)=O)=CC=1.C1C=CC(/C=C/C(/C=C/C2C=CC=CC=2)=O)=CC=1.[Pd].[Pd].P(C1CCCCC1)(C1CCCCC1)C1CCCCC1.B(O)O. The product is [CH3:3][O:4][C:5]1[CH:10]=[CH:9][C:8]([C:15]2[C:23]3[S:22][CH:21]=[CH:20][C:19]=3[CH:18]=[CH:17][CH:16]=2)=[CH:7][CH:6]=1. The yield is 0.975. (2) The reactants are [CH3:1][CH:2]([C:4]1[CH:9]=[CH:8][C:7]([C:10]2[C:18]3[C:13](=[CH:14][CH:15]=[C:16]([C:19]#[N:20])[CH:17]=3)[N:12](C3CCCCO3)[N:11]=2)=[CH:6][CH:5]=1)[CH3:3].[N:27]([Sn](CCCC)(CCCC)CCCC)=[N+:28]=[N-:29].O1CCOCC1.Cl. The catalyst is C1(C)C=CC=CC=1.[OH-].[Na+]. The product is [CH3:1][CH:2]([C:4]1[CH:5]=[CH:6][C:7]([C:10]2[C:18]3[C:13](=[CH:14][CH:15]=[C:16]([C:19]4[N:20]=[N:27][NH:28][N:29]=4)[CH:17]=3)[NH:12][N:11]=2)=[CH:8][CH:9]=1)[CH3:3]. The yield is 0.800. (3) The reactants are [N+:1]([C:4]1[CH:5]=[C:6]([CH:32]=[CH:33][CH:34]=1)[C:7]([NH:9][CH:10]1[C:15]([Cl:16])=[CH:14][C:13]([C:17]([C:23]2[CH:28]=[CH:27][C:26]([Cl:29])=[CH:25][CH:24]=2)([OH:22])[C:18]([F:21])([F:20])[F:19])=[CH:12][C:11]1([Cl:31])F)=[O:8])([O-:3])=[O:2].[C:35](=O)([O-])[O-:36].[K+].[K+]. The catalyst is CO. The product is [N+:1]([C:4]1[CH:5]=[C:6]([CH:32]=[CH:33][CH:34]=1)[C:7]([NH:9][CH:10]1[C:15]([Cl:16])=[CH:14][C:13]([C:17]([C:23]2[CH:28]=[CH:27][C:26]([Cl:29])=[CH:25][CH:24]=2)([OH:22])[C:18]([F:20])([F:21])[F:19])=[CH:12][C:11]1([Cl:31])[O:36][CH3:35])=[O:8])([O-:3])=[O:2]. The yield is 0.620. (4) The reactants are [C:1]1([CH2:7][CH2:8][CH2:9][CH:10](O)[CH:11]=[CH2:12])[CH:6]=[CH:5][CH:4]=[CH:3][CH:2]=1.[C:14]1(=[O:24])[NH:18][C:17](=[O:19])[C:16]2=[CH:20][CH:21]=[CH:22][CH:23]=[C:15]12.C1C=CC(P(C2C=CC=CC=2)C2C=CC=CC=2)=CC=1.CCOC(/N=N/C(OCC)=O)=O. The catalyst is C1COCC1. The product is [C:1]1([CH2:7][CH2:8][CH2:9][CH:10]([N:18]2[C:14](=[O:24])[C:15]3[C:16](=[CH:20][CH:21]=[CH:22][CH:23]=3)[C:17]2=[O:19])[CH:11]=[CH2:12])[CH:6]=[CH:5][CH:4]=[CH:3][CH:2]=1. The yield is 0.890. (5) The reactants are [C:1]1([C:7]2[N:11]=[C:10]([N:12]3[CH2:17][CH2:16][NH:15][CH2:14][CH2:13]3)[S:9][N:8]=2)[CH:6]=[CH:5][CH:4]=[CH:3][CH:2]=1.C(N(CC)CC)C.[S:25]1[CH:29]=[CH:28][CH:27]=[C:26]1[N:30]=[C:31]=[O:32]. The catalyst is O1CCCC1. The product is [C:1]1([C:7]2[N:11]=[C:10]([N:12]3[CH2:17][CH2:16][N:15]([C:31]([NH:30][C:26]4[S:25][CH:29]=[CH:28][CH:27]=4)=[O:32])[CH2:14][CH2:13]3)[S:9][N:8]=2)[CH:2]=[CH:3][CH:4]=[CH:5][CH:6]=1. The yield is 0.851. (6) The reactants are Cl.[F:2][C:3]1[CH:8]=[CH:7][C:6]([N:9]2[CH2:14][CH2:13][CH:12]([C:15](O)=[O:16])[CH2:11][CH2:10]2)=[CH:5][C:4]=1[C:18]1[NH:22][C:21]2[CH:23]=[CH:24][C:25]([CH3:27])=[CH:26][C:20]=2[N:19]=1.CN(C(ON1N=NC2C=CC=NC1=2)=[N+](C)C)C.F[P-](F)(F)(F)(F)F.[C:52]([O:56][C:57]([N:59]1[CH2:64][CH2:63][NH:62][CH2:61][CH2:60]1)=[O:58])([CH3:55])([CH3:54])[CH3:53]. The catalyst is ClCCl. The product is [C:52]([O:56][C:57]([N:59]1[CH2:64][CH2:63][N:62]([C:15]([CH:12]2[CH2:13][CH2:14][N:9]([C:6]3[CH:7]=[CH:8][C:3]([F:2])=[C:4]([C:18]4[NH:22][C:21]5[CH:23]=[CH:24][C:25]([CH3:27])=[CH:26][C:20]=5[N:19]=4)[CH:5]=3)[CH2:10][CH2:11]2)=[O:16])[CH2:61][CH2:60]1)=[O:58])([CH3:55])([CH3:53])[CH3:54]. The yield is 0.150. (7) The reactants are C(N(CC)CC)C.[CH:8](=[O:15])[C:9]1[CH:14]=[CH:13][CH:12]=[CH:11][CH:10]=1.[O:16]1[CH2:21][CH2:20][O:19][C:18]2[CH:22]=[C:23]([C:26](=[O:32])[CH2:27][CH2:28]N(C)C)[CH:24]=[CH:25][C:17]1=2. The catalyst is O1CCOCC1.[Br-].C([N+]1C(C)=C(CCO)SC=1)C. The product is [O:16]1[CH2:21][CH2:20][O:19][C:18]2[CH:22]=[C:23]([C:26](=[O:32])[CH2:27][CH2:28][C:8]([C:9]3[CH:14]=[CH:13][CH:12]=[CH:11][CH:10]=3)=[O:15])[CH:24]=[CH:25][C:17]1=2. The yield is 0.120.